Dataset: Forward reaction prediction with 1.9M reactions from USPTO patents (1976-2016). Task: Predict the product of the given reaction. (1) Given the reactants [C:1]([OH:13])(=[O:12])[CH2:2][CH2:3][CH2:4][CH2:5][CH2:6][CH2:7][CH2:8][C:9]([OH:11])=[O:10].[CH2:14](O)[C:15]1[CH:20]=[CH:19][CH:18]=[CH:17][CH:16]=1, predict the reaction product. The product is: [C:1]([O:13][CH2:14][C:15]1[CH:20]=[CH:19][CH:18]=[CH:17][CH:16]=1)(=[O:12])[CH2:2][CH2:3][CH2:4][CH2:5][CH2:6][CH2:7][CH2:8][C:9]([OH:11])=[O:10]. (2) Given the reactants CO[N:3]([CH3:21])[C:4]([CH:6]1[CH2:8][CH:7]1[CH2:9][C:10]1[CH:11]=[C:12]2[C:16](=[CH:17][CH:18]=1)[NH:15][CH:14]=[C:13]2[C:19]#[N:20])=O.[CH3:22]NC.C(O[BH-](OC(=O)C)OC(=O)C)(=O)C.[Na+], predict the reaction product. The product is: [CH3:22][N:3]([CH2:4][CH:6]1[CH2:8][CH:7]1[CH2:9][C:10]1[CH:11]=[C:12]2[C:16](=[CH:17][CH:18]=1)[NH:15][CH:14]=[C:13]2[C:19]#[N:20])[CH3:21]. (3) Given the reactants C([O:3][C:4]([C:6]1[N:7]([CH2:26][CH:27]2[CH2:29][CH2:28]2)[CH:8]=[C:9]([NH:11][C:12]([NH:14][C:15]2[CH:20]=[CH:19][C:18]([O:21][C:22]([F:25])([F:24])[F:23])=[CH:17][CH:16]=2)=[O:13])[N:10]=1)=[O:5])C.O.[OH-].[Na+], predict the reaction product. The product is: [F:25][C:22]([F:23])([F:24])[O:21][C:18]1[CH:19]=[CH:20][C:15]([NH:14][C:12]([NH:11][C:9]2[N:10]=[C:6]([C:4]([OH:5])=[O:3])[N:7]([CH2:26][CH:27]3[CH2:28][CH2:29]3)[CH:8]=2)=[O:13])=[CH:16][CH:17]=1. (4) The product is: [N:17]([C:14]1[CH:13]=[CH:12][C:11]([N:8]2[CH2:9][CH2:10][N:5]([CH:1]([CH2:3][CH3:4])[CH3:2])[CH2:6][CH2:7]2)=[CH:16][CH:15]=1)=[C:18]=[S:19]. Given the reactants [CH:1]([N:5]1[CH2:10][CH2:9][N:8]([C:11]2[CH:16]=[CH:15][C:14]([NH2:17])=[CH:13][CH:12]=2)[CH2:7][CH2:6]1)([CH2:3][CH3:4])[CH3:2].[C:18](N1C=CN=C1)(N1C=CN=C1)=[S:19], predict the reaction product. (5) Given the reactants [Si:1]([O:18][C:19]1[CH:20]=[C:21]([C:27]2[CH:32]=[CH:31][CH:30]=[C:29]([CH:33]=O)[CH:28]=2)[CH:22]=[C:23]([O:25][CH3:26])[CH:24]=1)([C:14]([CH3:17])([CH3:16])[CH3:15])([C:8]1[CH:13]=[CH:12][CH:11]=[CH:10][CH:9]=1)[C:2]1[CH:7]=[CH:6][CH:5]=[CH:4][CH:3]=1.[CH2:35]([SH:39])[CH2:36][CH2:37][SH:38].C(=O)(O)[O-].[Na+], predict the reaction product. The product is: [C:14]([Si:1]([O:18][C:19]1[CH:20]=[C:21]([C:27]2[CH:32]=[CH:31][CH:30]=[C:29]([CH:33]3[S:39][CH2:35][CH2:36][CH2:37][S:38]3)[CH:28]=2)[CH:22]=[C:23]([O:25][CH3:26])[CH:24]=1)([C:2]1[CH:3]=[CH:4][CH:5]=[CH:6][CH:7]=1)[C:8]1[CH:13]=[CH:12][CH:11]=[CH:10][CH:9]=1)([CH3:17])([CH3:16])[CH3:15]. (6) Given the reactants Br[CH2:2][C:3]([C:5]1[N:6]([S:11]([C:14]2[CH:19]=[CH:18][C:17]([CH3:20])=[CH:16][CH:15]=2)(=[O:13])=[O:12])[CH:7]=[C:8]([F:10])[CH:9]=1)=O.[CH2:21]([O:28][C:29]([N:31]1[CH2:36][CH2:35][CH2:34][C@H:33]([C:37](=[O:39])[NH2:38])[CH2:32]1)=[O:30])[C:22]1[CH:27]=[CH:26][CH:25]=[CH:24][CH:23]=1, predict the reaction product. The product is: [CH2:21]([O:28][C:29]([N:31]1[CH2:36][CH2:35][CH2:34][C@H:33]([C:37]2[O:39][CH:2]=[C:3]([C:5]3[N:6]([S:11]([C:14]4[CH:19]=[CH:18][C:17]([CH3:20])=[CH:16][CH:15]=4)(=[O:13])=[O:12])[CH:7]=[C:8]([F:10])[CH:9]=3)[N:38]=2)[CH2:32]1)=[O:30])[C:22]1[CH:23]=[CH:24][CH:25]=[CH:26][CH:27]=1. (7) Given the reactants [OH:1][CH2:2][CH:3]([NH:5][C:6](=[O:27])[C@H:7]([NH:16][S:17]([C:20]1[CH:25]=[CH:24][C:23]([CH3:26])=[CH:22][CH:21]=1)(=[O:19])=[O:18])[CH2:8][C:9]([O:11][C:12]([CH3:15])([CH3:14])[CH3:13])=[O:10])[CH3:4].CC(OI1(OC(C)=O)(OC(C)=O)OC(=O)C2C=CC=CC1=2)=O, predict the reaction product. The product is: [CH3:26][C:23]1[CH:22]=[CH:21][C:20]([S:17]([NH:16][C@@H:7]([C:6](=[O:27])[NH:5][CH:3]([CH3:4])[CH:2]=[O:1])[CH2:8][C:9]([O:11][C:12]([CH3:15])([CH3:13])[CH3:14])=[O:10])(=[O:19])=[O:18])=[CH:25][CH:24]=1. (8) Given the reactants [NH3:1].[F:2][C:3]1[CH:8]=[CH:7][C:6]([C:9]([N:11]2[CH2:18][CH2:17][C:14]3([O:16][CH2:15]3)[CH2:13][CH2:12]2)=[O:10])=[CH:5][CH:4]=1, predict the reaction product. The product is: [NH2:1][CH2:15][C:14]1([OH:16])[CH2:17][CH2:18][N:11]([C:9]([C:6]2[CH:7]=[CH:8][C:3]([F:2])=[CH:4][CH:5]=2)=[O:10])[CH2:12][CH2:13]1.